From a dataset of Forward reaction prediction with 1.9M reactions from USPTO patents (1976-2016). Predict the product of the given reaction. (1) Given the reactants [NH2:1][C:2]1[C:7]([NH2:8])=[CH:6][C:5]([C:9]2[CH:14]=[CH:13][CH:12]=[CH:11][C:10]=2[C:15]([F:18])([F:17])[F:16])=[CH:4][C:3]=1[CH2:19][CH2:20][CH2:21][OH:22].N1C=CN=C1.[CH3:28][C:29]([Si:32](Cl)([CH3:34])[CH3:33])([CH3:31])[CH3:30], predict the reaction product. The product is: [C:29]([Si:32]([CH3:34])([CH3:33])[O:22][CH2:21][CH2:20][CH2:19][C:3]1[C:2]([NH2:1])=[C:7]([NH2:8])[CH:6]=[C:5]([C:9]2[CH:14]=[CH:13][CH:12]=[CH:11][C:10]=2[C:15]([F:16])([F:17])[F:18])[CH:4]=1)([CH3:31])([CH3:30])[CH3:28]. (2) Given the reactants [Br:1][C:2]1[CH:17]=[CH:16][C:5]2[C:6]3[N:7]=[C:8]([NH:14][NH2:15])[S:9][C:10]=3[CH2:11][CH2:12][O:13][C:4]=2[CH:3]=1.CN(C)/[CH:20]=[N:21]/[C:22](=O)[C:23]1[CH:28]=[CH:27][C:26]([F:29])=[CH:25][C:24]=1[F:30], predict the reaction product. The product is: [Br:1][C:2]1[CH:17]=[CH:16][C:5]2[C:6]3[N:7]=[C:8]([N:14]4[C:22]([C:23]5[CH:28]=[CH:27][C:26]([F:29])=[CH:25][C:24]=5[F:30])=[N:21][CH:20]=[N:15]4)[S:9][C:10]=3[CH2:11][CH2:12][O:13][C:4]=2[CH:3]=1. (3) Given the reactants [Br:1][C:2]1[N:3]=[C:4]([NH:10][C:11]2[CH:16]=[CH:15][C:14]([CH2:17][OH:18])=[CH:13][CH:12]=2)[C:5](=[O:9])[N:6]([CH3:8])[CH:7]=1.II.CC1(C)N([O])C(C)(C)CCC1.C(=O)(O)[O-].[Na+], predict the reaction product. The product is: [Br:1][C:2]1[N:3]=[C:4]([NH:10][C:11]2[CH:16]=[CH:15][C:14]([CH:17]=[O:18])=[CH:13][CH:12]=2)[C:5](=[O:9])[N:6]([CH3:8])[CH:7]=1. (4) Given the reactants FC(F)(F)S(O[C:7]1[C:12](=[O:13])[CH:11]=[C:10]([CH2:14][O:15][CH:16]2[CH2:21][CH2:20][CH2:19][CH2:18][O:17]2)[O:9][CH:8]=1)(=O)=O, predict the reaction product. The product is: [OH:9][CH2:8][C:7]#[C:12][C:7]1[C:12](=[O:13])[CH:11]=[C:10]([CH2:14][O:15][CH:16]2[CH2:21][CH2:20][CH2:19][CH2:18][O:17]2)[O:9][CH:8]=1. (5) Given the reactants Cl.[Cl:2][C:3]1[CH:4]=[C:5]([C:11]2([C:28]([F:31])([F:30])[F:29])[CH2:15][C:14]([C:16]3[CH:17]=[C:18]4[C:22](=[CH:23][CH:24]=3)[C:21]3([CH2:27][NH:26][CH2:25]3)[O:20][CH2:19]4)=[N:13][CH2:12]2)[CH:6]=[C:7]([Cl:10])[C:8]=1[F:9].[CH3:32][S:33]([CH2:36][C:37](O)=[O:38])(=[O:35])=[O:34].C(P1(=O)OP(CCC)(=O)OP(CCC)(=O)O1)CC, predict the reaction product. The product is: [Cl:10][C:7]1[CH:6]=[C:5]([C:11]2([C:28]([F:30])([F:29])[F:31])[CH2:15][C:14]([C:16]3[CH:17]=[C:18]4[C:22](=[CH:23][CH:24]=3)[C:21]3([CH2:25][N:26]([C:37](=[O:38])[CH2:36][S:33]([CH3:32])(=[O:35])=[O:34])[CH2:27]3)[O:20][CH2:19]4)=[N:13][CH2:12]2)[CH:4]=[C:3]([Cl:2])[C:8]=1[F:9]. (6) Given the reactants [CH:1]1([NH:4][C:5](=[O:29])[C:6]2[CH:11]=[CH:10][C:9]([CH3:12])=[C:8]([C:13]3[CH:14]=[C:15]4[CH:21]=[N:20][N:19]([C:22]5[CH:27]=[CH:26][CH:25]=[CH:24][C:23]=5[F:28])[C:16]4=[CH:17][N:18]=3)[CH:7]=2)[CH2:3][CH2:2]1.C1C=C(Cl)C=C(C(OO)=[O:38])C=1, predict the reaction product. The product is: [CH:1]1([NH:4][C:5](=[O:29])[C:6]2[CH:11]=[CH:10][C:9]([CH3:12])=[C:8]([C:13]3[CH:14]=[C:15]4[CH:21]=[N:20][N:19]([C:22]5[CH:27]=[CH:26][CH:25]=[CH:24][C:23]=5[F:28])[C:16]4=[CH:17][N+:18]=3[O-:38])[CH:7]=2)[CH2:2][CH2:3]1. (7) Given the reactants [Br:1][C:2]1[CH:3]=[CH:4][C:5]([N:8]2[CH:12]=[C:11]([CH2:13][CH2:14][C:15](OCC)=[O:16])[C:10]([C:20]([CH3:23])([CH3:22])[CH3:21])=[N:9]2)=[N:6][CH:7]=1.[H-].C([Al+]CC(C)C)C(C)C.Cl, predict the reaction product. The product is: [Br:1][C:2]1[CH:3]=[CH:4][C:5]([N:8]2[CH:12]=[C:11]([CH2:13][CH2:14][CH2:15][OH:16])[C:10]([C:20]([CH3:23])([CH3:22])[CH3:21])=[N:9]2)=[N:6][CH:7]=1. (8) Given the reactants [C:1]([C:4]1[CH:5]([C:17]2[CH:18]=[CH:19][CH:20]=[C:21]3[C:26]=2[O:25][C:24]([CH3:27])=[CH:23][C:22]3=[O:28])[C:6]2[C:11]([OH:12])=[N:10][C:9]([NH2:13])=[N:8][C:7]=2[NH:14][C:15]=1[CH3:16])(=[O:3])[CH3:2].[F:29][C:30]([F:43])([F:42])[S:31](O[S:31]([C:30]([F:43])([F:42])[F:29])(=[O:33])=[O:32])(=[O:33])=[O:32], predict the reaction product. The product is: [F:29][C:30]([F:43])([F:42])[S:31]([O:12][C:11]1[C:6]2[CH:5]([C:17]3[CH:18]=[CH:19][CH:20]=[C:21]4[C:26]=3[O:25][C:24]([CH3:27])=[CH:23][C:22]4=[O:28])[C:4]([C:1](=[O:3])[CH3:2])=[C:15]([CH3:16])[NH:14][C:7]=2[N:8]=[C:9]([NH2:13])[N:10]=1)(=[O:33])=[O:32]. (9) Given the reactants B1C2CCCC1CCC2.C1COCC1.[CH3:15][N:16]1[CH2:21][CH2:20][C:19](=[CH2:22])[CH2:18][CH2:17]1.C[C:24]1[CH:29]=[CH:28][C:27]([N+:30]([O-:32])=[O:31])=[C:26]([CH3:33])[N:25]=1.C(=O)([O-])[O-].[K+].[K+], predict the reaction product. The product is: [CH3:33][C:26]1[C:27]([N+:30]([O-:32])=[O:31])=[CH:28][CH:29]=[C:24]([CH2:22][CH:19]2[CH2:20][CH2:21][N:16]([CH3:15])[CH2:17][CH2:18]2)[N:25]=1. (10) Given the reactants [CH2:1]([C:4]1[C:9]([OH:10])=[C:8]([C:11]#[N:12])[CH:7]=[CH:6][C:5]=1[NH:13][C:14](=[O:19])[C:15]([CH3:18])([CH3:17])[CH3:16])[CH:2]=[CH2:3].CN(C=O)C.[Li+].[Cl-], predict the reaction product. The product is: [C:11]([C:8]1[C:9]2[O:10][C:2]([CH3:3])=[CH:1][C:4]=2[C:5]([NH:13][C:14](=[O:19])[C:15]([CH3:18])([CH3:17])[CH3:16])=[CH:6][CH:7]=1)#[N:12].